From a dataset of Forward reaction prediction with 1.9M reactions from USPTO patents (1976-2016). Predict the product of the given reaction. (1) Given the reactants Br[C:2]1[N:3]=[C:4]([C:7]2[CH:12]=[C:11]([C:13]3[CH:18]=[CH:17][C:16]([C:19]([F:22])([F:21])[F:20])=[CH:15][CH:14]=3)[CH:10]=[C:9]([CH3:23])[N:8]=2)[S:5][CH:6]=1.[NH2:24][C:25]1[N:30]=[CH:29][C:28](B2OC(C)(C)C(C)(C)O2)=[CH:27][N:26]=1, predict the reaction product. The product is: [CH3:23][C:9]1[N:8]=[C:7]([C:4]2[S:5][CH:6]=[C:2]([C:28]3[CH:27]=[N:26][C:25]([NH2:24])=[N:30][CH:29]=3)[N:3]=2)[CH:12]=[C:11]([C:13]2[CH:18]=[CH:17][C:16]([C:19]([F:22])([F:21])[F:20])=[CH:15][CH:14]=2)[CH:10]=1. (2) Given the reactants Br[C:2]1[C:10]2[N:9]3[CH2:11][CH2:12][NH:13][C:14](=[O:15])[C:8]3=[C:7]([CH3:16])[C:6]=2[CH:5]=[C:4]([F:17])[CH:3]=1.C(=O)([O-])[O-].[Cs+].[Cs+].CCOC(C1C(=O)CCCC1)=O.[F:36][C:37]([F:41])([F:40])[CH2:38][OH:39], predict the reaction product. The product is: [F:17][C:4]1[CH:3]=[C:2]([O:39][CH2:38][C:37]([F:41])([F:40])[F:36])[C:10]2[N:9]3[CH2:11][CH2:12][NH:13][C:14](=[O:15])[C:8]3=[C:7]([CH3:16])[C:6]=2[CH:5]=1. (3) The product is: [C:14]([N:12]1[CH2:13][C:9]([C:3]2[CH:4]=[C:5]([F:8])[CH:6]=[CH:7][C:2]=2[F:1])=[CH:10][C:11]1([CH3:27])[C:21]1[CH:26]=[CH:25][CH:24]=[CH:23][CH:22]=1)(=[O:16])[CH3:29]. Given the reactants [F:1][C:2]1[CH:7]=[CH:6][C:5]([F:8])=[CH:4][C:3]=1[C:9]1[CH2:13][N:12]([C:14]([O:16]C(C)(C)C)=O)[C:11]([CH3:27])([C:21]2[CH:26]=[CH:25][CH:24]=[CH:23][CH:22]=2)[CH:10]=1.F[C:29](F)(F)C(O)=O.CCN(CC)CC.C(OC(=O)C)(=O)C, predict the reaction product.